The task is: Predict which catalyst facilitates the given reaction.. This data is from Catalyst prediction with 721,799 reactions and 888 catalyst types from USPTO. Reactant: C(OC([NH:11][CH2:12][CH2:13][CH2:14][CH2:15][C@@H:16]([C:25]([O:27][CH:28]1[CH2:32][CH2:31][CH2:30][CH2:29]1)=[O:26])[NH:17][C:18]([O:20][C:21]([CH3:24])([CH3:23])[CH3:22])=[O:19])=O)C1C=CC=CC=1. Product: [C:21]([O:20][C:18]([NH:17][C@H:16]([C:25]([O:27][CH:28]1[CH2:29][CH2:30][CH2:31][CH2:32]1)=[O:26])[CH2:15][CH2:14][CH2:13][CH2:12][NH2:11])=[O:19])([CH3:24])([CH3:22])[CH3:23]. The catalyst class is: 261.